From a dataset of Forward reaction prediction with 1.9M reactions from USPTO patents (1976-2016). Predict the product of the given reaction. (1) Given the reactants Cl[C:2]1[CH:7]=[C:6]([N:8]2[CH:12]=[C:11]([C:13]3[N:17]=[CH:16][N:15]([CH2:18][O:19][CH2:20][CH2:21][Si:22]([CH3:25])([CH3:24])[CH3:23])[N:14]=3)[C:10]([C:26]3[CH:31]=[CH:30][CH:29]=[CH:28][C:27]=3[Cl:32])=[N:9]2)[CH:5]=[CH:4][N:3]=1.[C:33]([NH2:36])(=[O:35])[CH3:34].CC1(C)C2C(=C(P(C3C=CC=CC=3)C3C=CC=CC=3)C=CC=2)OC2C(P(C3C=CC=CC=3)C3C=CC=CC=3)=CC=CC1=2.C(=O)([O-])[O-].[Cs+].[Cs+], predict the reaction product. The product is: [Cl:32][C:27]1[CH:28]=[CH:29][CH:30]=[CH:31][C:26]=1[C:10]1[C:11]([C:13]2[N:17]=[CH:16][N:15]([CH2:18][O:19][CH2:20][CH2:21][Si:22]([CH3:25])([CH3:24])[CH3:23])[N:14]=2)=[CH:12][N:8]([C:6]2[CH:5]=[CH:4][N:3]=[C:2]([NH:36][C:33](=[O:35])[CH3:34])[CH:7]=2)[N:9]=1. (2) Given the reactants [F:1][C:2]([F:14])([F:13])[C:3]1[CH:12]=[CH:11][C:6]([C:7]([O:9][CH3:10])=[O:8])=[CH:5][N:4]=1.C([O-])=O.[NH4+], predict the reaction product. The product is: [F:13][C:2]([F:1])([F:14])[CH:3]1[NH:4][CH:5]=[C:6]([C:7]([O:9][CH3:10])=[O:8])[CH2:11][CH2:12]1. (3) Given the reactants C(Cl)(=O)C(Cl)=O.CS(C)=O.[Br:11][C:12]1[CH:13]=[CH:14][C:15]([N:26]2[CH2:30][CH2:29][CH:28]([OH:31])[CH2:27]2)=[C:16](/[CH:18]=[C:19](\[CH3:25])/[C:20]([O:22][CH2:23][CH3:24])=[O:21])[CH:17]=1.C(N(CC)CC)C, predict the reaction product. The product is: [Br:11][C:12]1[CH:13]=[CH:14][C:15]([N:26]2[CH2:30][CH2:29][C:28](=[O:31])[CH2:27]2)=[C:16](/[CH:18]=[C:19](\[CH3:25])/[C:20]([O:22][CH2:23][CH3:24])=[O:21])[CH:17]=1.